From a dataset of Forward reaction prediction with 1.9M reactions from USPTO patents (1976-2016). Predict the product of the given reaction. (1) Given the reactants [N:1]1[CH:2]=[CH:3][N:4]2[CH:9]=[CH:8][C:7]([CH2:10][NH:11][C:12]([C:14]3[S:15][C:16]([CH:19]4[CH2:24][CH2:23][NH:22][CH2:21][CH2:20]4)=[CH:17][CH:18]=3)=[O:13])=[CH:6][C:5]=12.CN1CCOCC1.[CH:32]([O:35][C:36](Cl)=[O:37])([CH3:34])[CH3:33], predict the reaction product. The product is: [CH3:33][CH:32]([O:35][C:36]([N:22]1[CH2:23][CH2:24][CH:19]([C:16]2[S:15][C:14]([C:12](=[O:13])[NH:11][CH2:10][C:7]3[CH:8]=[CH:9][N:4]4[CH:3]=[CH:2][N:1]=[C:5]4[CH:6]=3)=[CH:18][CH:17]=2)[CH2:20][CH2:21]1)=[O:37])[CH3:34]. (2) Given the reactants Cl.[CH3:2][C:3]1[CH:4]=[C:5]([CH:9]=[CH:10][N:11]=1)[C:6]([OH:8])=O.CN(C(ON1N=NC2C=CC=NC1=2)=[N+](C)C)C.F[P-](F)(F)(F)(F)F.CN1CCOCC1.[CH3:43][O:44][C:45]1[C:46]2[N:59]=[C:58]([NH2:60])[S:57][C:47]=2[C:48]([N:51]2[CH2:56][CH2:55][O:54][CH2:53][CH2:52]2)=[N:49][CH:50]=1, predict the reaction product. The product is: [CH3:43][O:44][C:45]1[C:46]2[N:59]=[C:58]([NH:60][C:6](=[O:8])[C:5]3[CH:9]=[CH:10][N:11]=[C:3]([CH3:2])[CH:4]=3)[S:57][C:47]=2[C:48]([N:51]2[CH2:52][CH2:53][O:54][CH2:55][CH2:56]2)=[N:49][CH:50]=1. (3) Given the reactants [F:1][C:2]([F:29])([F:28])[C:3]1[CH:4]=[C:5]([CH:21]=[C:22]([C:24]([F:27])([F:26])[F:25])[CH:23]=1)[CH2:6][N:7]1[C:11]([C:12]2[CH:17]=[CH:16][N:15]=[CH:14][CH:13]=2)=[C:10]([C:18](O)=[O:19])[N:9]=[N:8]1.[CH:30]([NH:33][CH2:34][C:35]1[CH:40]=[CH:39][CH:38]=[CH:37][C:36]=1[O:41][C:42]([F:45])([F:44])[F:43])([CH3:32])[CH3:31].CCN=C=NCCCN(C)C.C1C=NC2N(O)N=NC=2C=1.C(N(CC)C(C)C)(C)C, predict the reaction product. The product is: [CH:30]([N:33]([CH2:34][C:35]1[CH:40]=[CH:39][CH:38]=[CH:37][C:36]=1[O:41][C:42]([F:43])([F:44])[F:45])[C:18]([C:10]1[N:9]=[N:8][N:7]([CH2:6][C:5]2[CH:4]=[C:3]([C:2]([F:28])([F:29])[F:1])[CH:23]=[C:22]([C:24]([F:26])([F:27])[F:25])[CH:21]=2)[C:11]=1[C:12]1[CH:17]=[CH:16][N:15]=[CH:14][CH:13]=1)=[O:19])([CH3:32])[CH3:31].